Predict the reaction yield, written as a fraction of the theoretical maximum amount of product (1.0 means a 100% yield; for example, 0.34 means a 34% yield). From a dataset of Reaction yield outcomes from USPTO patents with 853,638 reactions. (1) The product is [CH3:9][O:8][C:4]1[C:3]([O:10][CH3:11])=[C:2]([C:13]#[C:12][C:14]2[CH:15]=[CH:16][C:17]([C:20]3([NH:24][C:25](=[O:31])[O:26][C:27]([CH3:29])([CH3:28])[CH3:30])[CH2:23][CH2:22][CH2:21]3)=[CH:18][CH:19]=2)[CH:7]=[CH:6][N:5]=1. The yield is 0.850. The catalyst is C(N(CC)CC)C.CC(P(C(C)(C)C)C(C)(C)C)(C)C.CC(P(C(C)(C)C)C(C)(C)C)(C)C.[Pd].[Cu]I. The reactants are Br[C:2]1[CH:7]=[CH:6][N:5]=[C:4]([O:8][CH3:9])[C:3]=1[O:10][CH3:11].[C:12]([C:14]1[CH:19]=[CH:18][C:17]([C:20]2([NH:24][C:25](=[O:31])[O:26][C:27]([CH3:30])([CH3:29])[CH3:28])[CH2:23][CH2:22][CH2:21]2)=[CH:16][CH:15]=1)#[CH:13]. (2) The reactants are [CH2:1]([N:8]1[CH2:13][C:12](=[O:14])[N:11]([CH2:15][C:16]#[CH:17])[C:10](=[O:18])[CH2:9]1)[C:2]1[CH:7]=[CH:6][CH:5]=[CH:4][CH:3]=1.Br[C:20]1[C:21]([NH:28][CH2:29][C:30]([CH3:33])([CH3:32])[CH3:31])=[N:22][C:23]([C:26]#[N:27])=[N:24][CH:25]=1.C(N(CC)CC)C.[Cl-].[NH4+]. The catalyst is CN(C=O)C.Cl[Pd](Cl)([P](C1C=CC=CC=1)(C1C=CC=CC=1)C1C=CC=CC=1)[P](C1C=CC=CC=1)(C1C=CC=CC=1)C1C=CC=CC=1.[Cu]I. The product is [CH2:1]([N:8]1[CH2:9][C:10](=[O:18])[N:11]([CH2:15][C:16]#[C:17][C:20]2[C:21]([NH:28][CH2:29][C:30]([CH3:33])([CH3:32])[CH3:31])=[N:22][C:23]([C:26]#[N:27])=[N:24][CH:25]=2)[C:12](=[O:14])[CH2:13]1)[C:2]1[CH:3]=[CH:4][CH:5]=[CH:6][CH:7]=1. The yield is 0.930.